Dataset: Reaction yield outcomes from USPTO patents with 853,638 reactions. Task: Predict the reaction yield, written as a fraction of the theoretical maximum amount of product (1.0 means a 100% yield; for example, 0.34 means a 34% yield). The reactants are Cl[C:2]1[CH:3]=[CH:4][C:5]2[N:6]([C:8]([CH2:11][NH:12][C:13](=[O:19])[O:14][C:15]([CH3:18])([CH3:17])[CH3:16])=[N:9][N:10]=2)[N:7]=1.C1(P(C2CCCCC2)C2C=CC=CC=2C2C=CC=CC=2)CCCCC1.[CH3:45][C:46]1[CH:50]=[C:49]([Sn](C)(C)C)[S:48][N:47]=1. The catalyst is C1C=CC(/C=C/C(/C=C/C2C=CC=CC=2)=O)=CC=1.C1C=CC(/C=C/C(/C=C/C2C=CC=CC=2)=O)=CC=1.C1C=CC(/C=C/C(/C=C/C2C=CC=CC=2)=O)=CC=1.[Pd].[Pd].CN(C=O)C. The product is [CH3:45][C:46]1[CH:50]=[C:49]([C:2]2[CH:3]=[CH:4][C:5]3[N:6]([C:8]([CH2:11][NH:12][C:13](=[O:19])[O:14][C:15]([CH3:18])([CH3:17])[CH3:16])=[N:9][N:10]=3)[N:7]=2)[S:48][N:47]=1. The yield is 0.300.